This data is from Reaction yield outcomes from USPTO patents with 853,638 reactions. The task is: Predict the reaction yield, written as a fraction of the theoretical maximum amount of product (1.0 means a 100% yield; for example, 0.34 means a 34% yield). (1) The reactants are C[Al](C)C.[CH:5]1([NH2:8])[CH2:7][CH2:6]1.C[O:10][C:11](=O)[C:12]1[CH:17]=[CH:16][C:15]([O:18][CH2:19][C:20]2[C:21]([C:26]3[CH:31]=[CH:30][CH:29]=[C:28]([F:32])[CH:27]=3)=[N:22][O:23][C:24]=2[CH3:25])=[N:14][CH:13]=1.O. The catalyst is O1CCOCC1. The product is [CH:5]1([NH:8][C:11](=[O:10])[C:12]2[CH:17]=[CH:16][C:15]([O:18][CH2:19][C:20]3[C:21]([C:26]4[CH:31]=[CH:30][CH:29]=[C:28]([F:32])[CH:27]=4)=[N:22][O:23][C:24]=3[CH3:25])=[N:14][CH:13]=2)[CH2:7][CH2:6]1. The yield is 0.910. (2) The reactants are I[CH2:2][C@@H:3]([CH3:16])[CH2:4][N:5]1[C:10]2[CH:11]=[CH:12][CH:13]=[CH:14][C:9]=2[S:8][CH2:7][C:6]1=[O:15].[CH2:17]([O:20][CH:21]1[CH2:26][CH2:25][NH:24][CH2:23][CH2:22]1)[CH2:18][CH3:19]. The catalyst is CC#N. The product is [CH3:16][C@H:3]([CH2:2][N:24]1[CH2:25][CH2:26][CH:21]([O:20][CH2:17][CH2:18][CH3:19])[CH2:22][CH2:23]1)[CH2:4][N:5]1[C:10]2[CH:11]=[CH:12][CH:13]=[CH:14][C:9]=2[S:8][CH2:7][C:6]1=[O:15]. The yield is 0.490. (3) The reactants are [F:1][C:2]1[CH:7]=[CH:6][C:5]([F:8])=[CH:4][C:3]=1[C:9]1[N:13]=[C:12]([C@H:14]([NH:19][CH2:20][C@H:21]2[C@@H:25]([F:26])[CH2:24][N:23]([C:27]([O:29][CH2:30][C:31]3[CH:36]=[CH:35][CH:34]=[CH:33][CH:32]=3)=[O:28])[CH2:22]2)[C:15]([CH3:18])([CH3:17])[CH3:16])[N:11]([CH2:37][C:38]2[CH:43]=[CH:42][CH:41]=[C:40]([F:44])[CH:39]=2)[N:10]=1.C(N(CC)CC)C.C(Cl)(Cl)=[O:53].C1(C)C=CC=CC=1.C(N1C([C@H:75]([N:80]([CH2:84][C@H:85]2[C@@H:89](F)CN(C(OCC3C=CC=CC=3)=O)C2)[C:81](Cl)=[O:82])[C:76](C)(C)[CH3:77])=NC(C2C=C(F)C=CC=2F)=N1)C1C=CC=CC=1.CC1OC(C)CNC1. The catalyst is ClCCl. The product is [F:1][C:2]1[CH:7]=[CH:6][C:5]([F:8])=[CH:4][C:3]=1[C:9]1[N:13]=[C:12]([C@H:14]([N:19]([CH2:20][C@H:21]2[C@@H:25]([F:26])[CH2:24][N:23]([C:27]([O:29][CH2:30][C:31]3[CH:36]=[CH:35][CH:34]=[CH:33][CH:32]=3)=[O:28])[CH2:22]2)[C:81]([N:80]2[CH2:84][C@@H:85]([CH3:89])[O:53][C@@H:76]([CH3:77])[CH2:75]2)=[O:82])[C:15]([CH3:18])([CH3:16])[CH3:17])[N:11]([CH2:37][C:38]2[CH:43]=[CH:42][CH:41]=[C:40]([F:44])[CH:39]=2)[N:10]=1. The yield is 0.810.